This data is from Full USPTO retrosynthesis dataset with 1.9M reactions from patents (1976-2016). The task is: Predict the reactants needed to synthesize the given product. (1) Given the product [ClH:1].[Cl:1][C:2]1[C:11]2[C:10]([S:12]([N:15]3[CH2:19][CH2:18][C@H:17]([NH:20][CH3:21])[CH2:16]3)(=[O:13])=[O:14])=[CH:9][CH:8]=[CH:7][C:6]=2[CH:5]=[N:4][CH:3]=1, predict the reactants needed to synthesize it. The reactants are: [Cl:1][C:2]1[C:11]2[C:10]([S:12]([N:15]3[CH2:19][CH2:18][C@H:17]([NH:20][CH3:21])[CH2:16]3)(=[O:14])=[O:13])=[CH:9][CH:8]=[CH:7][C:6]=2[CH:5]=[N:4][CH:3]=1. (2) Given the product [Cl:1][C:2]1[CH:3]=[C:4]([CH:8]=[CH:9][CH:10]=1)[C:5]([NH:11][C:12]1[CH:13]=[CH:14][C:15]([CH3:19])=[C:16]([O:18][C:27](=[O:30])[C:26]2[CH:25]=[CH:9][CH:10]=[C:2]([Cl:1])[CH:3]=2)[CH:17]=1)=[O:6], predict the reactants needed to synthesize it. The reactants are: [Cl:1][C:2]1[CH:3]=[C:4]([CH:8]=[CH:9][CH:10]=1)[C:5](Cl)=[O:6].[NH2:11][C:12]1[CH:17]=[C:16]([OH:18])[C:15]([CH3:19])=[CH:14][CH:13]=1.C(N([CH2:25][CH3:26])CC)C.[C:27](=[O:30])(O)[O-].[Na+]. (3) Given the product [CH:28]1([CH2:27][C@@H:9]2[NH:8][CH2:13][CH:12]([C:14]3[CH:15]=[C:16]([F:21])[CH:17]=[C:18]([F:20])[CH:19]=3)[N:11]([CH2:22][C:23]([NH:35][C:36]3[CH:37]=[C:38]4[C:51](=[CH:52][CH:53]=3)[CH2:50][C@:40]3([C:48]5[C:43](=[N:44][CH:45]=[CH:46][CH:47]=5)[NH:42][C:41]3=[O:49])[CH2:39]4)=[O:24])[C:10]2=[O:26])[CH2:29][CH2:30][CH2:31][CH2:32][CH2:33][CH2:34]1, predict the reactants needed to synthesize it. The reactants are: C(OC([N:8]1[CH2:13][CH:12]([C:14]2[CH:19]=[C:18]([F:20])[CH:17]=[C:16]([F:21])[CH:15]=2)[N:11]([CH2:22][C:23](O)=[O:24])[C:10](=[O:26])[C@@H:9]1[CH2:27][CH:28]1[CH2:34][CH2:33][CH2:32][CH2:31][CH2:30][CH2:29]1)=O)(C)(C)C.[NH2:35][C:36]1[CH:37]=[C:38]2[C:51](=[CH:52][CH:53]=1)[CH2:50][C@:40]1([C:48]3[C:43](=[N:44][CH:45]=[CH:46][CH:47]=3)[NH:42][C:41]1=[O:49])[CH2:39]2.Cl.C(N=C=NCCCN(C)C)C.C1C=CC2N(O)N=NC=2C=1. (4) The reactants are: Cl[C:2]1[N:3]=[C:4]([CH3:15])[C:5]([C:8]([O:10][C:11]([CH3:14])([CH3:13])[CH3:12])=[O:9])=[N:6][CH:7]=1.[CH3:16][C@H:17]([OH:20])[C:18]#[CH:19].[H-].[Na+].[NH4+].[Cl-]. Given the product [CH3:16][C@H:17]([O:20][C:2]1[N:3]=[C:4]([CH3:15])[C:5]([C:8]([O:10][C:11]([CH3:14])([CH3:13])[CH3:12])=[O:9])=[N:6][CH:7]=1)[C:18]#[CH:19], predict the reactants needed to synthesize it. (5) Given the product [Br:11][C:12]1[C:13]([O:31][CH3:32])=[C:14]([C:20]([O:23][Si:24]([C:27]([CH3:28])([CH3:29])[CH3:30])([CH3:25])[CH3:26])([CH2:2][C:3]2[CH:8]=[CH:7][CH:6]=[CH:5][C:4]=2[O:9][CH3:10])[C:21]#[N:22])[C:15]([O:18][CH3:19])=[CH:16][CH:17]=1, predict the reactants needed to synthesize it. The reactants are: Br[CH2:2][C:3]1[CH:8]=[CH:7][CH:6]=[CH:5][C:4]=1[O:9][CH3:10].[Br:11][C:12]1[C:13]([O:31][CH3:32])=[C:14]([CH:20]([O:23][Si:24]([C:27]([CH3:30])([CH3:29])[CH3:28])([CH3:26])[CH3:25])[C:21]#[N:22])[C:15]([O:18][CH3:19])=[CH:16][CH:17]=1. (6) Given the product [F:20][C:17]1[CH:18]=[CH:19][C:14]2[O:13][CH2:12][C:11](=[O:21])[N:10]([CH2:9][CH2:8][N:5]3[CH2:4][CH2:3][CH:2]([NH:1][CH2:33][C:31]4[CH:30]=[CH:29][C:26]5[S:27][CH2:28][C:23](=[O:22])[NH:24][C:25]=5[N:32]=4)[CH2:7][CH2:6]3)[C:15]=2[CH:16]=1, predict the reactants needed to synthesize it. The reactants are: [NH2:1][CH:2]1[CH2:7][CH2:6][N:5]([CH2:8][CH2:9][N:10]2[C:15]3[CH:16]=[C:17]([F:20])[CH:18]=[CH:19][C:14]=3[O:13][CH2:12][C:11]2=[O:21])[CH2:4][CH2:3]1.[O:22]=[C:23]1[CH2:28][S:27][C:26]2[CH:29]=[CH:30][C:31]([CH:33]=O)=[N:32][C:25]=2[NH:24]1.C([BH3-])#N.[Na+]. (7) Given the product [CH3:36][C:31]1[C:30]([C:17]2[C:18]3[O:23][CH2:22][CH:21]([C:24]4[CH:25]=[N:26][CH:27]=[CH:28][CH:29]=4)[N:20]4[C:12]([N:3]([CH3:4])[CH3:1])=[N:13][C:14]([C:19]=34)=[C:15]([F:37])[CH:16]=2)=[C:34]([CH3:35])[O:33][N:32]=1, predict the reactants needed to synthesize it. The reactants are: [CH2:1]([N:3](CC)[CH2:4]C)C.CNC.Cl[C:12]1[N:20]2[CH:21]([C:24]3[CH:25]=[N:26][CH:27]=[CH:28][CH:29]=3)[CH2:22][O:23][C:18]3=[C:19]2[C:14](=[C:15]([F:37])[CH:16]=[C:17]3[C:30]2[C:31]([CH3:36])=[N:32][O:33][C:34]=2[CH3:35])[N:13]=1. (8) Given the product [CH3:1][O:2][C:3](=[O:40])[CH2:4][C:5]1[CH:10]=[CH:9][CH:8]=[C:7]([CH2:11][NH:12][CH:25]2[CH2:29][CH2:28][N:27]([C:30]3[S:31][C:32]4[CH:38]=[C:37]([Cl:39])[CH:36]=[CH:35][C:33]=4[N:34]=3)[CH2:26]2)[CH:6]=1, predict the reactants needed to synthesize it. The reactants are: [CH3:1][O:2][C:3](=[O:40])[CH2:4][C:5]1[CH:10]=[CH:9][CH:8]=[C:7]([CH2:11][N:12]([CH:25]2[CH2:29][CH2:28][N:27]([C:30]3[S:31][C:32]4[CH:38]=[C:37]([Cl:39])[CH:36]=[CH:35][C:33]=4[N:34]=3)[CH2:26]2)S(C2C=CC=CC=2[N+]([O-])=O)(=O)=O)[CH:6]=1.SCC(O)=O.C1CCN2C(=NCCC2)CC1.CN(C)C=O. (9) Given the product [CH:1]1([NH:7][C:40]([C:22]2[C:23]([CH2:38][OH:39])=[C:24]([C:25]3[CH:30]=[CH:29][C:28]([O:31][CH2:32][CH2:33][C:34]([F:37])([F:35])[F:36])=[CH:27][CH:26]=3)[N:20]([C:14]3[CH:15]=[CH:16][C:17]([Cl:19])=[CH:18][C:13]=3[Cl:12])[N:21]=2)=[O:41])[CH2:6][CH2:5][CH2:4][CH2:3][CH2:2]1, predict the reactants needed to synthesize it. The reactants are: [CH:1]1([NH2:7])[CH2:6][CH2:5][CH2:4][CH2:3][CH2:2]1.C[Al](C)C.[Cl:12][C:13]1[CH:18]=[C:17]([Cl:19])[CH:16]=[CH:15][C:14]=1[N:20]1[C:24]([C:25]2[CH:30]=[CH:29][C:28]([O:31][CH2:32][CH2:33][C:34]([F:37])([F:36])[F:35])=[CH:27][CH:26]=2)=[C:23]([CH2:38][OH:39])[C:22]([C:40](OCC)=[O:41])=[N:21]1.Cl.